This data is from TCR-epitope binding with 47,182 pairs between 192 epitopes and 23,139 TCRs. The task is: Binary Classification. Given a T-cell receptor sequence (or CDR3 region) and an epitope sequence, predict whether binding occurs between them. (1) The epitope is QYDPVAALF. The TCR CDR3 sequence is CASSVDGFLVGYNEQFF. Result: 0 (the TCR does not bind to the epitope). (2) The epitope is SEPVLKGVKL. The TCR CDR3 sequence is CASRPSGGLDTQYF. Result: 0 (the TCR does not bind to the epitope). (3) The epitope is AVFDRKSDAK. The TCR CDR3 sequence is CASSNSLPSGVSYNEQFF. Result: 1 (the TCR binds to the epitope). (4) The epitope is LPRRSGAAGA. The TCR CDR3 sequence is CASSQGGGPSYEQYF. Result: 0 (the TCR does not bind to the epitope). (5) The epitope is YVLDHLIVV. The TCR CDR3 sequence is CASSVEAEGFGAPISPPEAFF. Result: 0 (the TCR does not bind to the epitope). (6) The epitope is ILGLPTQTV. The TCR CDR3 sequence is CASSQESLAGDLQETQYF. Result: 1 (the TCR binds to the epitope). (7) The epitope is FIAGLIAIV. The TCR CDR3 sequence is CASSYGTGATGELFF. Result: 0 (the TCR does not bind to the epitope). (8) The epitope is PROT_97E67BCC. The TCR CDR3 sequence is CSVELAGSTDTQYF. Result: 0 (the TCR does not bind to the epitope).